Dataset: Reaction yield outcomes from USPTO patents with 853,638 reactions. Task: Predict the reaction yield, written as a fraction of the theoretical maximum amount of product (1.0 means a 100% yield; for example, 0.34 means a 34% yield). (1) The reactants are [CH2:1]([O:3][C:4]([C:6]1[S:10][C:9]([NH2:11])=[N:8][C:7]=1[CH3:12])=[O:5])[CH3:2].[C:13]([O:17][C:18]([O:20]C(OC(C)(C)C)=O)=[O:19])([CH3:16])([CH3:15])[CH3:14]. The catalyst is CN(C)C1C=CN=CC=1.O1CCCC1. The product is [CH2:1]([O:3][C:4]([C:6]1[S:10][C:9]([NH:11][O:20][C:18]([O:17][C:13]([CH3:16])([CH3:15])[CH3:14])=[O:19])=[N:8][C:7]=1[CH3:12])=[O:5])[CH3:2]. The yield is 0.720. (2) The reactants are Br[C:2]1[CH:3]=[C:4]([C:8]2[CH:13]=[CH:12][C:11]([CH2:14][OH:15])=[CH:10][CH:9]=2)[CH:5]=[CH:6][CH:7]=1.C(=O)([O-])[O-].[Na+].[Na+].[CH2:22](B1OC(C)(C)C(C)(C)O1)[CH:23]=[CH2:24].O. The catalyst is C1(C)C=CC=CC=1.C(O)C.C1C=CC([P]([Pd]([P](C2C=CC=CC=2)(C2C=CC=CC=2)C2C=CC=CC=2)([P](C2C=CC=CC=2)(C2C=CC=CC=2)C2C=CC=CC=2)[P](C2C=CC=CC=2)(C2C=CC=CC=2)C2C=CC=CC=2)(C2C=CC=CC=2)C2C=CC=CC=2)=CC=1. The product is [CH2:24]([C:2]1[CH:3]=[C:4]([C:8]2[CH:13]=[CH:12][C:11]([CH2:14][OH:15])=[CH:10][CH:9]=2)[CH:5]=[CH:6][CH:7]=1)[CH:23]=[CH2:22]. The yield is 0.620. (3) The reactants are C[O-].[Na+].[C:4]([O:11][CH3:12])(=[O:10])[CH2:5][C:6]([O:8][CH3:9])=[O:7].F[C:14]1[CH:19]=[C:18]([F:20])[CH:17]=[CH:16][C:15]=1[N+:21]([O-:23])=[O:22].Cl. The catalyst is C1(C)C=CC=CC=1.CS(C)=O. The product is [F:20][C:18]1[CH:17]=[CH:16][C:15]([N+:21]([O-:23])=[O:22])=[C:14]([CH:5]([C:4]([O:11][CH3:12])=[O:10])[C:6]([O:8][CH3:9])=[O:7])[CH:19]=1. The yield is 0.760. (4) The catalyst is C(Cl)Cl.CN(C)C=O. The yield is 0.500. The product is [CH2:25]([O:32][C:33]1[CH:34]=[CH:35][C:36]([NH:39][C:8](=[O:10])[CH:7]([C:11]2[CH:16]=[CH:15][C:14]([Cl:17])=[C:13]([Cl:18])[CH:12]=2)[CH2:6][CH:1]2[CH2:2][CH2:3][CH2:4][CH2:5]2)=[N:37][CH:38]=1)[C:26]1[CH:27]=[CH:28][CH:29]=[CH:30][CH:31]=1. The reactants are [CH:1]1([CH2:6][CH:7]([C:11]2[CH:16]=[CH:15][C:14]([Cl:17])=[C:13]([Cl:18])[CH:12]=2)[C:8]([OH:10])=O)[CH2:5][CH2:4][CH2:3][CH2:2]1.C(Cl)(=O)C(Cl)=O.[CH2:25]([O:32][C:33]1[CH:34]=[CH:35][C:36]([NH2:39])=[N:37][CH:38]=1)[C:26]1[CH:31]=[CH:30][CH:29]=[CH:28][CH:27]=1.C(N(CC)C(C)C)(C)C. (5) The reactants are [C:1]([O:5][C:6](=[O:20])[NH:7][C@H:8]([CH2:18][OH:19])[CH2:9][CH2:10][C:11]1[CH:16]=[CH:15][C:14]([Br:17])=[CH:13][CH:12]=1)([CH3:4])([CH3:3])[CH3:2].C(N(CC)CC)C.CCOC(C)=O. The catalyst is CS(C)=O. The product is [C:1]([O:5][C:6](=[O:20])[NH:7][C@H:8]([CH:18]=[O:19])[CH2:9][CH2:10][C:11]1[CH:16]=[CH:15][C:14]([Br:17])=[CH:13][CH:12]=1)([CH3:4])([CH3:2])[CH3:3]. The yield is 0.640. (6) The reactants are [S:1]1[C:5]2[CH:6]=[CH:7][CH:8]=[CH:9][C:4]=2[N:3]=[C:2]1[C:10]1[C:19]([N:20]([CH3:24])[CH:21]([CH3:23])[CH3:22])=[N:18][C:17]2[C:12](=[CH:13][CH:14]=[C:15]([C:25]([O:27]C)=[O:26])[CH:16]=2)[N:11]=1.[OH-].[Na+].Cl. The catalyst is CO.O. The product is [S:1]1[C:5]2[CH:6]=[CH:7][CH:8]=[CH:9][C:4]=2[N:3]=[C:2]1[C:10]1[C:19]([N:20]([CH3:24])[CH:21]([CH3:23])[CH3:22])=[N:18][C:17]2[C:12](=[CH:13][CH:14]=[C:15]([C:25]([OH:27])=[O:26])[CH:16]=2)[N:11]=1. The yield is 0.400. (7) The reactants are [CH3:1][C:2]1[N:3]=[C:4]([NH2:7])[S:5][CH:6]=1.[Br:8][CH:9]([CH3:17])[C:10](=O)[CH2:11][C:12](OC)=[O:13].[OH-].[Na+]. The catalyst is C(Cl)Cl. The product is [Br:8][CH:9]([C:10]1[N:7]=[C:4]2[S:5][CH:6]=[C:2]([CH3:1])[N:3]2[C:12](=[O:13])[CH:11]=1)[CH3:17]. The yield is 0.426. (8) The reactants are [Br:1][C:2]1[C:6]([C:7]([O:9][CH2:10][CH3:11])=[O:8])=[CH:5][NH:4][N:3]=1.[CH3:12][O:13][C:14]1[CH:19]=[CH:18][C:17]([CH2:20]Cl)=[CH:16][CH:15]=1.C([O-])([O-])=O.[K+].[K+]. The catalyst is C(#N)C. The product is [Br:1][C:2]1[C:6]([C:7]([O:9][CH2:10][CH3:11])=[O:8])=[CH:5][N:4]([CH2:20][C:17]2[CH:18]=[CH:19][C:14]([O:13][CH3:12])=[CH:15][CH:16]=2)[N:3]=1. The yield is 0.370. (9) The reactants are [O:1]([C:8]1[CH:9]=[C:10]([C:14]2[CH:18]=[C:17]([CH2:19][CH2:20][CH:21]=O)[O:16][N:15]=2)[CH:11]=[CH:12][CH:13]=1)[C:2]1[CH:7]=[CH:6][CH:5]=[CH:4][CH:3]=1.[CH3:23][O:24][C:25]1[CH:30]=[CH:29][CH:28]=[CH:27][C:26]=1[N:31]1[CH2:36][CH2:35][NH:34][CH2:33][CH2:32]1.[BH-](OC(C)=O)(OC(C)=O)OC(C)=O.[Na+]. The catalyst is C(Cl)Cl. The product is [CH3:23][O:24][C:25]1[CH:30]=[CH:29][CH:28]=[CH:27][C:26]=1[N:31]1[CH2:36][CH2:35][N:34]([CH2:21][CH2:20][CH2:19][C:17]2[O:16][N:15]=[C:14]([C:10]3[CH:11]=[CH:12][CH:13]=[C:8]([O:1][C:2]4[CH:3]=[CH:4][CH:5]=[CH:6][CH:7]=4)[CH:9]=3)[CH:18]=2)[CH2:33][CH2:32]1. The yield is 0.718. (10) The reactants are [CH2:1]([O:3][C:4](=[O:18])[C:5]1[C:10]([N+:11]([O-:13])=[O:12])=[CH:9][CH:8]=[C:7]([CH3:14])[C:6]=1[N+:15]([O-:17])=[O:16])[CH3:2].CO[CH:21]([N:24]([CH3:26])[CH3:25])OC. The catalyst is CN(C=O)C. The product is [CH2:1]([O:3][C:4](=[O:18])[C:5]1[C:10]([N+:11]([O-:13])=[O:12])=[CH:9][CH:8]=[C:7]([CH:14]=[CH:21][N:24]([CH3:26])[CH3:25])[C:6]=1[N+:15]([O-:17])=[O:16])[CH3:2]. The yield is 0.580.